Dataset: Reaction yield outcomes from USPTO patents with 853,638 reactions. Task: Predict the reaction yield, written as a fraction of the theoretical maximum amount of product (1.0 means a 100% yield; for example, 0.34 means a 34% yield). (1) The reactants are [NH2:1][C:2]1[C:10]2[C:5](=[N:6][C:7]([N:14]3[CH2:19][CH2:18][CH:17]([OH:20])[CH2:16][CH2:15]3)=[CH:8][C:9]=2[CH2:11][CH2:12][CH3:13])[S:4][C:3]=1[C:21]#[N:22].[CH:23]([NH2:25])=O. The catalyst is O. The product is [NH2:22][C:21]1[C:3]2[S:4][C:5]3[N:6]=[C:7]([N:14]4[CH2:15][CH2:16][CH:17]([OH:20])[CH2:18][CH2:19]4)[CH:8]=[C:9]([CH2:11][CH2:12][CH3:13])[C:10]=3[C:2]=2[N:1]=[CH:23][N:25]=1. The yield is 0.350. (2) The reactants are [C:1]1([S:7]([N:10]2[C:14]3=[N:15][CH:16]=[C:17]([CH:19]=[C:20]([CH3:22])[CH3:21])[CH:18]=[C:13]3[C:12]([C:23]3[CH:24]=[N:25][N:26]([CH2:28][CH2:29][N:30]4[CH2:35][CH2:34][O:33][CH2:32][CH2:31]4)[CH:27]=3)=[CH:11]2)(=[O:9])=[O:8])[CH:6]=[CH:5][CH:4]=[CH:3][CH:2]=1. The catalyst is CO.[OH-].[OH-].[Pd+2]. The product is [C:1]1([S:7]([N:10]2[C:14]3=[N:15][CH:16]=[C:17]([CH2:19][CH:20]([CH3:21])[CH3:22])[CH:18]=[C:13]3[C:12]([C:23]3[CH:24]=[N:25][N:26]([CH2:28][CH2:29][N:30]4[CH2:31][CH2:32][O:33][CH2:34][CH2:35]4)[CH:27]=3)=[CH:11]2)(=[O:9])=[O:8])[CH:2]=[CH:3][CH:4]=[CH:5][CH:6]=1. The yield is 0.820. (3) The product is [Cl:10][C:6]1[N:5]=[CH:4][CH:3]=[C:2]([N:12]2[CH2:13][CH2:14][N:15]3[C:23]4[CH2:22][CH2:21][CH2:20][CH2:19][C:18]=4[CH:17]=[C:16]3[C:11]2=[O:24])[C:7]=1[CH:8]=[O:9]. The catalyst is C1C=CC(/C=C/C(/C=C/C2C=CC=CC=2)=O)=CC=1.C1C=CC(/C=C/C(/C=C/C2C=CC=CC=2)=O)=CC=1.C1C=CC(/C=C/C(/C=C/C2C=CC=CC=2)=O)=CC=1.[Pd].[Pd].O1CCOCC1. The reactants are Br[C:2]1[C:7]([CH:8]=[O:9])=[C:6]([Cl:10])[N:5]=[CH:4][CH:3]=1.[C:11]1(=[O:24])[C:16]2=[CH:17][C:18]3[CH2:19][CH2:20][CH2:21][CH2:22][C:23]=3[N:15]2[CH2:14][CH2:13][NH:12]1.CC1(C)C2C(=C(P(C3C=CC=CC=3)C3C=CC=CC=3)C=CC=2)OC2C(P(C3C=CC=CC=3)C3C=CC=CC=3)=CC=CC1=2.C([O-])([O-])=O.[Cs+].[Cs+]. The yield is 0.800.